From a dataset of Forward reaction prediction with 1.9M reactions from USPTO patents (1976-2016). Predict the product of the given reaction. (1) Given the reactants [C:1]([C:5]1[CH:9]=[C:8]([CH2:10][NH2:11])[N:7]([C:12]2[CH:17]=[CH:16][CH:15]=[C:14]([Cl:18])[CH:13]=2)[N:6]=1)([CH3:4])([CH3:3])[CH3:2].[OH:19][CH2:20][C:21]([C:25]1[CH:30]=[CH:29][C:28]([NH:31][C:32](=O)[O:33]C2C=CC=CC=2)=[CH:27][CH:26]=1)([OH:24])[CH2:22][OH:23], predict the reaction product. The product is: [C:1]([C:5]1[CH:9]=[C:8]([CH2:10][NH:11][C:32]([NH:31][C:28]2[CH:27]=[CH:26][C:25]([C:21]([OH:24])([CH2:20][OH:19])[CH2:22][OH:23])=[CH:30][CH:29]=2)=[O:33])[N:7]([C:12]2[CH:17]=[CH:16][CH:15]=[C:14]([Cl:18])[CH:13]=2)[N:6]=1)([CH3:4])([CH3:2])[CH3:3]. (2) Given the reactants [C:1]1([C@H:7]2[CH2:12][CH2:11][C@H:10]([OH:13])[CH2:9][CH2:8]2)[CH:6]=[CH:5][CH:4]=[CH:3][CH:2]=1.[Al+3].[Cl-].[Cl-].[Cl-].[Br:18]Br, predict the reaction product. The product is: [Br:18][C:4]1[CH:5]=[CH:6][C:1]([C@H:7]2[CH2:8][CH2:9][C@H:10]([OH:13])[CH2:11][CH2:12]2)=[CH:2][CH:3]=1. (3) Given the reactants F[C:2]1[CH:3]=[N:4][CH:5]=[C:6]([F:10])[C:7]=1[CH:8]=O.[C:11]([O:15][CH3:16])(=[O:14])[CH2:12][SH:13].C(=O)([O-])[O-].[Cs+].[Cs+], predict the reaction product. The product is: [CH3:16][O:15][C:11]([C:12]1[S:13][C:2]2=[CH:3][N:4]=[CH:5][C:6]([F:10])=[C:7]2[CH:8]=1)=[O:14]. (4) Given the reactants [CH3:1][C:2]([CH3:22])([CH3:21])[CH2:3][CH2:4][C:5]1([C:17]([O:19][CH3:20])=[O:18])[C:14]2[C:9](=[CH:10][CH:11]=[CH:12][CH:13]=2)[CH2:8][CH:7]=[C:6]1[O:15][CH3:16].[Cr](O[Cr]([O-])(=O)=O)([O-])(=O)=[O:24].[NH+]1C=CC=CC=1.[NH+]1C=CC=CC=1.C(OO)(C)(C)C.O, predict the reaction product. The product is: [CH3:1][C:2]([CH3:22])([CH3:21])[CH2:3][CH2:4][C:5]1([C:17]([O:19][CH3:20])=[O:18])[C:14]2[C:9](=[CH:10][CH:11]=[CH:12][CH:13]=2)[C:8](=[O:24])[CH:7]=[C:6]1[O:15][CH3:16]. (5) Given the reactants [F:1][C:2]1[CH:11]=[CH:10][C:5]2[C:6](=[O:9])[NH:7][O:8][C:4]=2[C:3]=1[F:12].CN(C1C=CC=CN=1)C.[CH3:22][C:23]([O:26][C:27](O[C:27]([O:26][C:23]([CH3:25])([CH3:24])[CH3:22])=[O:28])=[O:28])([CH3:25])[CH3:24], predict the reaction product. The product is: [C:27](=[O:28])([O:9][C:6]1[C:5]2[CH:10]=[CH:11][C:2]([F:1])=[C:3]([F:12])[C:4]=2[O:8][N:7]=1)[O:26][C:23]([CH3:25])([CH3:24])[CH3:22]. (6) Given the reactants [F:1][C:2]([F:22])([F:21])[C:3]([C:5]1[CH:10]=[CH:9][C:8]([S:11]([CH3:14])(=[O:13])=[O:12])=[CH:7][C:6]=1[C:15]1[CH:20]=[CH:19][CH:18]=[CH:17][CH:16]=1)=[O:4].BrC1C=CC([C@@H](O)C(F)(F)F)=C(N2C=CC(C)=N2)C=1, predict the reaction product. The product is: [F:22][C:2]([F:1])([F:21])[C@@H:3]([C:5]1[CH:10]=[CH:9][C:8]([S:11]([CH3:14])(=[O:13])=[O:12])=[CH:7][C:6]=1[C:15]1[CH:16]=[CH:17][CH:18]=[CH:19][CH:20]=1)[OH:4]. (7) Given the reactants [CH3:1][P:2]([CH2:5][C:6]1[CH:7]=[C:8]([N:12]2[C:16]([C:17]([O:19]CC)=[O:18])=[CH:15][C:14]([CH:22]([CH3:24])[CH3:23])=[N:13]2)[CH:9]=[CH:10][CH:11]=1)([CH3:4])=[O:3].[OH-].[Na+], predict the reaction product. The product is: [CH3:4][P:2]([CH2:5][C:6]1[CH:7]=[C:8]([N:12]2[C:16]([C:17]([OH:19])=[O:18])=[CH:15][C:14]([CH:22]([CH3:24])[CH3:23])=[N:13]2)[CH:9]=[CH:10][CH:11]=1)([CH3:1])=[O:3]. (8) Given the reactants [F:1][C:2]1[CH:3]=[CH:4][C:5]2[N:10]([C:11]3[CH:16]=[CH:15][CH:14]=[CH:13][CH:12]=3)[S:9](=[O:18])(=[O:17])[CH2:8][O:7][C:6]=2[CH:19]=1.C[Si]([N-][Si](C)(C)C)(C)C.[Li+].[CH2:30](Br)[CH:31]=[CH2:32], predict the reaction product. The product is: [CH2:32]([CH:8]1[O:7][C:6]2[CH:19]=[C:2]([F:1])[CH:3]=[CH:4][C:5]=2[N:10]([C:11]2[CH:16]=[CH:15][CH:14]=[CH:13][CH:12]=2)[S:9]1(=[O:18])=[O:17])[CH:31]=[CH2:30]. (9) The product is: [C:44]([O:43][C:40](=[O:42])[CH2:41][C:3]([C:4]1[CH:9]=[CH:8][CH:7]=[C:6]([N:10]2[C:14]([CH2:15][N:16]([CH3:17])[CH3:18])=[CH:13][N:12]=[N:11]2)[CH:5]=1)=[O:19])([CH3:47])([CH3:46])[CH3:45]. Given the reactants CO[C:3](=[O:19])[C:4]1[CH:9]=[CH:8][CH:7]=[C:6]([N:10]2[C:14]([CH2:15][N:16]([CH3:18])[CH3:17])=[CH:13][N:12]=[N:11]2)[CH:5]=1.N(C1C=C(C=CC=1)C(OC)=O)=[N+]=[N-].O=S(Cl)Cl.CNC.[C:40]([O:43][C:44]([CH3:47])([CH3:46])[CH3:45])(=[O:42])[CH3:41].[Li], predict the reaction product. (10) Given the reactants [CH2:1]([O:3][C:4]([C:6]1[CH:7]=[N:8][C:9]2[C:14]([C:15]=1Cl)=[CH:13][CH:12]=[CH:11][C:10]=2[O:17][CH3:18])=[O:5])[CH3:2].[CH3:19][O:20][C:21]1[CH:28]=[CH:27][C:24]([CH2:25][NH2:26])=[CH:23][CH:22]=1, predict the reaction product. The product is: [CH2:1]([O:3][C:4]([C:6]1[CH:7]=[N:8][C:9]2[C:14]([C:15]=1[NH:26][CH2:25][C:24]1[CH:27]=[CH:28][C:21]([O:20][CH3:19])=[CH:22][CH:23]=1)=[CH:13][CH:12]=[CH:11][C:10]=2[O:17][CH3:18])=[O:5])[CH3:2].